This data is from Peptide-MHC class I binding affinity with 185,985 pairs from IEDB/IMGT. The task is: Regression. Given a peptide amino acid sequence and an MHC pseudo amino acid sequence, predict their binding affinity value. This is MHC class I binding data. (1) The peptide sequence is GDYKLVEI. The MHC is HLA-A32:01 with pseudo-sequence HLA-A32:01. The binding affinity (normalized) is 0.223. (2) The peptide sequence is VVPRYGVRL. The MHC is HLA-A02:01 with pseudo-sequence HLA-A02:01. The binding affinity (normalized) is 0.125. (3) The peptide sequence is HTFGVPYNPQ. The MHC is Mamu-B03 with pseudo-sequence Mamu-B03. The binding affinity (normalized) is 0. (4) The peptide sequence is VSSKKCTAL. The MHC is HLA-B18:01 with pseudo-sequence HLA-B18:01. The binding affinity (normalized) is 0.0847. (5) The peptide sequence is YHAVVPLVY. The MHC is Mamu-A02 with pseudo-sequence Mamu-A02. The binding affinity (normalized) is 0.322. (6) The peptide sequence is KLEYLAPSY. The MHC is HLA-B57:01 with pseudo-sequence HLA-B57:01. The binding affinity (normalized) is 0.0847. (7) The peptide sequence is IANQATVLM. The MHC is H-2-Kb with pseudo-sequence H-2-Kb. The binding affinity (normalized) is 0.292.